Predict which catalyst facilitates the given reaction. From a dataset of Catalyst prediction with 721,799 reactions and 888 catalyst types from USPTO. Reactant: [NH2:1][C:2]1[NH:6][C:5]([C:7]([O:9][CH2:10][CH3:11])=[O:8])=[N:4][C:3]=1[CH2:12][C:13]1[CH:18]=[CH:17][CH:16]=[CH:15][C:14]=1[F:19].CO[CH:22](OC)[CH2:23][CH:24](OC)OC. Product: [F:19][C:14]1[CH:15]=[CH:16][CH:17]=[CH:18][C:13]=1[CH2:12][C:3]1[N:4]=[C:5]([C:7]([O:9][CH2:10][CH3:11])=[O:8])[N:6]2[CH:24]=[CH:23][CH:22]=[N:1][C:2]=12. The catalyst class is: 357.